Predict which catalyst facilitates the given reaction. From a dataset of Catalyst prediction with 721,799 reactions and 888 catalyst types from USPTO. Reactant: Br[C:2]1[CH:19]=[CH:18][C:5]([CH2:6][N:7]2[C:11]3[CH:12]=[CH:13][CH:14]=[CH:15][C:10]=3[N:9]([CH3:16])[C:8]2=[NH:17])=[CH:4][CH:3]=1.C1C=CC(P(C2C(C3C(P(C4C=CC=CC=4)C4C=CC=CC=4)=CC=C4C=3C=CC=C4)=C3C(C=CC=C3)=CC=2)C2C=CC=CC=2)=CC=1.[C:66]1([C:79]2[CH:84]=[CH:83][CH:82]=[CH:81][CH:80]=2)[CH:71]=[CH:70][CH:69]=[CH:68][C:67]=1[CH2:72][N:73]1[CH2:78][CH2:77][NH:76][CH2:75][CH2:74]1.C([O-])([O-])=O.[Cs+].[Cs+]. Product: [C:66]1([C:79]2[CH:84]=[CH:83][CH:82]=[CH:81][CH:80]=2)[CH:71]=[CH:70][CH:69]=[CH:68][C:67]=1[CH2:72][N:73]1[CH2:74][CH2:75][N:76]([C:2]2[CH:19]=[CH:18][C:5]([CH2:6][N:7]3[C:11]4[CH:12]=[CH:13][CH:14]=[CH:15][C:10]=4[N:9]([CH3:16])[C:8]3=[NH:17])=[CH:4][CH:3]=2)[CH2:77][CH2:78]1. The catalyst class is: 222.